From a dataset of NCI-60 drug combinations with 297,098 pairs across 59 cell lines. Regression. Given two drug SMILES strings and cell line genomic features, predict the synergy score measuring deviation from expected non-interaction effect. (1) Drug 1: C1=CC(=CC=C1CCCC(=O)O)N(CCCl)CCCl. Drug 2: C#CCC(CC1=CN=C2C(=N1)C(=NC(=N2)N)N)C3=CC=C(C=C3)C(=O)NC(CCC(=O)O)C(=O)O. Synergy scores: CSS=-6.43, Synergy_ZIP=-3.51, Synergy_Bliss=-10.6, Synergy_Loewe=-11.3, Synergy_HSA=-11.0. Cell line: UACC-257. (2) Drug 2: C(CCl)NC(=O)N(CCCl)N=O. Synergy scores: CSS=10.1, Synergy_ZIP=-3.63, Synergy_Bliss=2.32, Synergy_Loewe=-1.69, Synergy_HSA=-0.537. Drug 1: CC(CN1CC(=O)NC(=O)C1)N2CC(=O)NC(=O)C2. Cell line: TK-10. (3) Drug 2: C1=NC(=NC(=O)N1C2C(C(C(O2)CO)O)O)N. Synergy scores: CSS=41.6, Synergy_ZIP=-4.72, Synergy_Bliss=-0.322, Synergy_Loewe=0.153, Synergy_HSA=2.34. Drug 1: CC1OCC2C(O1)C(C(C(O2)OC3C4COC(=O)C4C(C5=CC6=C(C=C35)OCO6)C7=CC(=C(C(=C7)OC)O)OC)O)O. Cell line: HOP-92. (4) Drug 1: C1CC(C1)(C(=O)O)C(=O)O.[NH2-].[NH2-].[Pt+2]. Drug 2: CC12CCC3C(C1CCC2O)C(CC4=C3C=CC(=C4)O)CCCCCCCCCS(=O)CCCC(C(F)(F)F)(F)F. Cell line: LOX IMVI. Synergy scores: CSS=20.9, Synergy_ZIP=-2.07, Synergy_Bliss=-3.27, Synergy_Loewe=-2.34, Synergy_HSA=-4.18. (5) Drug 1: CC1C(C(CC(O1)OC2CC(CC3=C2C(=C4C(=C3O)C(=O)C5=C(C4=O)C(=CC=C5)OC)O)(C(=O)C)O)N)O.Cl. Drug 2: C1=C(C(=O)NC(=O)N1)N(CCCl)CCCl. Cell line: LOX IMVI. Synergy scores: CSS=39.3, Synergy_ZIP=-1.67, Synergy_Bliss=1.16, Synergy_Loewe=5.20, Synergy_HSA=6.66. (6) Drug 1: CC1=C2C(C(=O)C3(C(CC4C(C3C(C(C2(C)C)(CC1OC(=O)C(C(C5=CC=CC=C5)NC(=O)OC(C)(C)C)O)O)OC(=O)C6=CC=CC=C6)(CO4)OC(=O)C)OC)C)OC. Drug 2: C1C(C(OC1N2C=C(C(=O)NC2=O)F)CO)O. Cell line: OVCAR-4. Synergy scores: CSS=38.7, Synergy_ZIP=-13.4, Synergy_Bliss=-11.0, Synergy_Loewe=-6.08, Synergy_HSA=-3.43. (7) Drug 1: CC(C)(C#N)C1=CC(=CC(=C1)CN2C=NC=N2)C(C)(C)C#N. Drug 2: COCCOC1=C(C=C2C(=C1)C(=NC=N2)NC3=CC=CC(=C3)C#C)OCCOC.Cl. Cell line: NCI/ADR-RES. Synergy scores: CSS=-0.597, Synergy_ZIP=0.524, Synergy_Bliss=2.92, Synergy_Loewe=-3.96, Synergy_HSA=-3.30. (8) Drug 1: CC12CCC(CC1=CCC3C2CCC4(C3CC=C4C5=CN=CC=C5)C)O. Drug 2: COC1=C(C=C2C(=C1)N=CN=C2NC3=CC(=C(C=C3)F)Cl)OCCCN4CCOCC4. Cell line: NCI-H460. Synergy scores: CSS=31.5, Synergy_ZIP=-0.0321, Synergy_Bliss=4.64, Synergy_Loewe=-0.276, Synergy_HSA=4.39. (9) Drug 1: CC(C1=C(C=CC(=C1Cl)F)Cl)OC2=C(N=CC(=C2)C3=CN(N=C3)C4CCNCC4)N. Drug 2: CC(CN1CC(=O)NC(=O)C1)N2CC(=O)NC(=O)C2. Cell line: OVCAR3. Synergy scores: CSS=19.4, Synergy_ZIP=-0.217, Synergy_Bliss=5.28, Synergy_Loewe=2.68, Synergy_HSA=2.76. (10) Synergy scores: CSS=9.53, Synergy_ZIP=-4.96, Synergy_Bliss=-3.10, Synergy_Loewe=-8.15, Synergy_HSA=-8.16. Drug 2: CCC(=C(C1=CC=CC=C1)C2=CC=C(C=C2)OCCN(C)C)C3=CC=CC=C3.C(C(=O)O)C(CC(=O)O)(C(=O)O)O. Drug 1: CN(CC1=CN=C2C(=N1)C(=NC(=N2)N)N)C3=CC=C(C=C3)C(=O)NC(CCC(=O)O)C(=O)O. Cell line: SK-MEL-28.